This data is from Catalyst prediction with 721,799 reactions and 888 catalyst types from USPTO. The task is: Predict which catalyst facilitates the given reaction. (1) Reactant: [F:1][C:2]1[CH:3]=[C:4]([CH2:9][C:10]([NH:12][C@H:13]([C:15]([OH:17])=O)[CH3:14])=[O:11])[CH:5]=[C:6]([F:8])[CH:7]=1.[NH2:18][N:19]1[C:25](=[O:26])[CH:24]([CH2:27][C:28]([F:31])([F:30])[F:29])[C:23]2[CH:32]=[CH:33][CH:34]=[CH:35][C:22]=2[C:21]2[CH:36]=[CH:37][CH:38]=[CH:39][C:20]1=2. Product: [F:8][C:6]1[CH:5]=[C:4]([CH2:9][C:10]([NH:12][C@H:13]([C:15]([NH:18][N:19]2[C:25](=[O:26])[CH:24]([CH2:27][C:28]([F:29])([F:30])[F:31])[C:23]3[CH:32]=[CH:33][CH:34]=[CH:35][C:22]=3[C:21]3[CH:36]=[CH:37][CH:38]=[CH:39][C:20]2=3)=[O:17])[CH3:14])=[O:11])[CH:3]=[C:2]([F:1])[CH:7]=1. The catalyst class is: 254. (2) Reactant: C([N:8]1[CH2:12][CH2:11][CH:10]([C:13]2[N:18]=[CH:17][C:16]([O:19][CH3:20])=[CH:15][N:14]=2)[CH2:9]1)C1C=CC=CC=1.CCN(CC)CC.C(Cl)(=O)OC(Cl)C. Product: [CH3:20][O:19][C:16]1[CH:17]=[N:18][C:13]([CH:10]2[CH2:11][CH2:12][NH:8][CH2:9]2)=[N:14][CH:15]=1. The catalyst class is: 2.